Dataset: Full USPTO retrosynthesis dataset with 1.9M reactions from patents (1976-2016). Task: Predict the reactants needed to synthesize the given product. Given the product [C:1]([O:5][C:6]([NH:8][CH2:9][C:10]([CH3:25])([CH3:24])[CH2:11][O:12][C:13]1[CH:21]=[C:20]([O:22][CH3:23])[CH:19]=[CH:18][C:14]=1[C:15]([NH:41][C:36]1[C:35]([NH:34][C:32](=[O:33])[C:31]2[CH:30]=[CH:29][C:28]([O:27][CH3:26])=[CH:43][CH:42]=2)=[CH:40][CH:39]=[CH:38][CH:37]=1)=[O:17])=[O:7])([CH3:2])([CH3:3])[CH3:4], predict the reactants needed to synthesize it. The reactants are: [C:1]([O:5][C:6]([NH:8][CH2:9][C:10]([CH3:25])([CH3:24])[CH2:11][O:12][C:13]1[CH:21]=[C:20]([O:22][CH3:23])[CH:19]=[CH:18][C:14]=1[C:15]([OH:17])=O)=[O:7])([CH3:4])([CH3:3])[CH3:2].[CH3:26][O:27][C:28]1[CH:43]=[CH:42][C:31]([C:32]([NH:34][C:35]2[C:36]([NH2:41])=[CH:37][CH:38]=[CH:39][CH:40]=2)=[O:33])=[CH:30][CH:29]=1.